The task is: Binary Classification. Given a miRNA mature sequence and a target amino acid sequence, predict their likelihood of interaction.. This data is from Experimentally validated miRNA-target interactions with 360,000+ pairs, plus equal number of negative samples. The miRNA is hsa-miR-525-3p with sequence GAAGGCGCUUCCCUUUAGAGCG. The protein sequence of the target gene is MDKVGKMWNNLKYRCQNLFSHEGGSRNENVEMNPNRCPSVKEKSISLGEAAPQQESSPLRENVALQLGLSPSKTFSRRNQNCAAEIPQVVEISIEKDSDSGATPGTRLARRDSYSRHAPWGGKKKHSCSTKTQSSLDTEKKFGRTRSGLQRRERRYGVSSMQDMDSVSSRAVGSRSLRQRLQDTVGLCFPMRTYSKQSKPLFSNKRKIHLSELMLEKCPFPAGSDLAQKWHLIKQHTAPVSPHSTFFDTFDPSLVSTEDEEDRLRERRRLSIEEGVDPPPNAQIHTFEATAQVNPLYKLG.... Result: 0 (no interaction).